Dataset: Reaction yield outcomes from USPTO patents with 853,638 reactions. Task: Predict the reaction yield, written as a fraction of the theoretical maximum amount of product (1.0 means a 100% yield; for example, 0.34 means a 34% yield). (1) The reactants are C[O:2][C:3]1[CH:4]=[C:5]([C:9]2[NH:10][C:11](=[O:18])[C:12]3[S:17][CH:16]=[CH:15][C:13]=3[N:14]=2)[CH:6]=[CH:7][CH:8]=1.Br. The catalyst is C(O)(=O)C.O. The product is [OH:2][C:3]1[CH:4]=[C:5]([C:9]2[NH:10][C:11](=[O:18])[C:12]3[S:17][CH:16]=[CH:15][C:13]=3[N:14]=2)[CH:6]=[CH:7][CH:8]=1. The yield is 1.00. (2) The reactants are [Cl:1][C:2]1[CH:10]=[CH:9][C:5]([C:6](Cl)=[O:7])=[CH:4][N:3]=1.[F:11][C:12]1[CH:18]=[CH:17][C:15]([NH2:16])=[CH:14][CH:13]=1.C(N(CC)C(C)C)(C)C. The catalyst is ClCCl.C(OCC)(=O)C. The product is [Cl:1][C:2]1[CH:10]=[CH:9][C:5]([C:6]([NH:16][C:15]2[CH:17]=[CH:18][C:12]([F:11])=[CH:13][CH:14]=2)=[O:7])=[CH:4][N:3]=1. The yield is 0.920. (3) The reactants are [F-].C([N+](CCCC)(CCCC)CCCC)CCC.[F:19][C:20]([F:30])([F:29])[C:21]1[CH:28]=[CH:27][CH:26]=[CH:25][C:22]=1[CH:23]=[O:24].[F:31][C:32]([Si](C)(C)C)([F:34])[F:33].Cl. The catalyst is C1COCC1. The product is [F:19][C:20]([F:29])([F:30])[C:21]1[CH:28]=[CH:27][CH:26]=[CH:25][C:22]=1[CH:23]([OH:24])[C:32]([F:34])([F:33])[F:31]. The yield is 0.900. (4) The reactants are [CH3:1][O:2][CH2:3][CH2:4][C:5]([C:7]1[CH:8]=[C:9]2[C:14](=[CH:15][C:16]=1[C:17]([F:20])([F:19])[F:18])[NH:13][C:12](=[O:21])[N:11]([NH:22][S:23]([CH3:26])(=[O:25])=[O:24])[C:10]2=[O:27])=[O:6].[BH4-].[Na+].Cl. The catalyst is CO.O. The product is [OH:6][CH:5]([C:7]1[CH:8]=[C:9]2[C:14](=[CH:15][C:16]=1[C:17]([F:18])([F:19])[F:20])[NH:13][C:12](=[O:21])[N:11]([NH:22][S:23]([CH3:26])(=[O:25])=[O:24])[C:10]2=[O:27])[CH2:4][CH2:3][O:2][CH3:1]. The yield is 0.940. (5) The reactants are O[CH2:2][CH2:3][CH2:4][CH2:5][CH2:6][N:7]1[C:16]2[C:11]([C:12](=[O:18])[NH:13][C:14](=[O:17])[N:15]=2)=[N:10][C:9]2[CH:19]=[C:20]([CH3:24])[C:21]([CH3:23])=[CH:22][C:8]1=2.C(Br)(Br)(Br)[Br:26].C1(P(C2C=CC=CC=2)C2C=CC=CC=2)C=CC=CC=1. The yield is 0.700. The product is [Br:26][CH2:2][CH2:3][CH2:4][CH2:5][CH2:6][N:7]1[C:16]2[C:11]([C:12](=[O:18])[NH:13][C:14](=[O:17])[N:15]=2)=[N:10][C:9]2[CH:19]=[C:20]([CH3:24])[C:21]([CH3:23])=[CH:22][C:8]1=2. The catalyst is CN(C=O)C. (6) The reactants are [CH3:1][O:2][C:3]1[CH:30]=[C:29]([O:31][CH3:32])[CH:28]=[CH:27][C:4]=1[CH2:5][N:6]1[C:14](=O)[C:13]2[C:8](=[CH:9][CH:10]=[CH:11][C:12]=2[O:16][CH2:17][CH2:18][CH2:19][N:20]2[CH2:25][CH2:24][O:23][CH2:22][CH2:21]2)[C:7]1=O.[H-].[Al+3].[Li+].[H-].[H-].[H-].C1COCC1. No catalyst specified. The product is [CH3:1][O:2][C:3]1[CH:30]=[C:29]([O:31][CH3:32])[CH:28]=[CH:27][C:4]=1[CH2:5][N:6]1[CH2:14][C:13]2[C:8](=[CH:9][CH:10]=[CH:11][C:12]=2[O:16][CH2:17][CH2:18][CH2:19][N:20]2[CH2:25][CH2:24][O:23][CH2:22][CH2:21]2)[CH2:7]1. The yield is 0.830.